This data is from Catalyst prediction with 721,799 reactions and 888 catalyst types from USPTO. The task is: Predict which catalyst facilitates the given reaction. (1) Reactant: [C:1]1([C:8]2[CH:13]=[CH:12][CH:11]=[CH:10][CH:9]=2)[CH:6]=[CH:5][CH:4]=[C:3]([NH2:7])[CH:2]=1.Cl[C:15]1[C:20]([N+:21]([O-:23])=[O:22])=[CH:19][CH:18]=[CH:17][N:16]=1.C(N(CC)CC)C. Product: [C:1]1([C:8]2[CH:9]=[CH:10][CH:11]=[CH:12][CH:13]=2)[CH:6]=[CH:5][CH:4]=[C:3]([NH:7][C:15]2[C:20]([N+:21]([O-:23])=[O:22])=[CH:19][CH:18]=[CH:17][N:16]=2)[CH:2]=1. The catalyst class is: 51. (2) Reactant: [F:1][C:2]1[CH:7]=[CH:6][C:5]([C:8]2[N:9]([CH2:31][CH2:32][C:33](=[O:45])[CH2:34][C:35](=[O:44])[CH2:36][C:37]([O:39][C:40]([CH3:43])([CH3:42])[CH3:41])=[O:38])[C:10]([CH:28]([CH3:30])[CH3:29])=[C:11]([C:19](=[O:27])[NH:20][C:21]3[CH:26]=[CH:25][CH:24]=[CH:23][CH:22]=3)[C:12]=2[C:13]2[CH:18]=[CH:17][CH:16]=[CH:15][CH:14]=2)=[CH:4][CH:3]=1.C1(C)C=CC=CC=1.C(N(CC)CC)C. Product: [F:1][C:2]1[CH:7]=[CH:6][C:5]([C:8]2[N:9]([CH2:31][CH2:32][C@@H:33]([OH:45])[CH2:34][C@@H:35]([OH:44])[CH2:36][C:37]([O:39][C:40]([CH3:43])([CH3:42])[CH3:41])=[O:38])[C:10]([CH:28]([CH3:30])[CH3:29])=[C:11]([C:19](=[O:27])[NH:20][C:21]3[CH:26]=[CH:25][CH:24]=[CH:23][CH:22]=3)[C:12]=2[C:13]2[CH:18]=[CH:17][CH:16]=[CH:15][CH:14]=2)=[CH:4][CH:3]=1. The catalyst class is: 106.